Dataset: Full USPTO retrosynthesis dataset with 1.9M reactions from patents (1976-2016). Task: Predict the reactants needed to synthesize the given product. (1) Given the product [O:39]1[C:38]2[CH:43]=[CH:44][C:35]([CH2:34][NH:8][CH:9]3[CH2:10][CH2:11][N:12]([CH2:15][CH2:16][N:17]4[C:26]5[C:21](=[CH:22][CH:23]=[C:24]([O:27][CH3:28])[CH:25]=5)[CH:20]=[C:19]([C:29]([O:31][CH3:32])=[O:30])[C:18]4=[O:33])[CH2:13][CH2:14]3)=[CH:36][C:37]=2[O:42][CH2:41][CH2:40]1, predict the reactants needed to synthesize it. The reactants are: C(OC([N:8]([CH2:34][C:35]1[CH:44]=[CH:43][C:38]2[O:39][CH2:40][CH2:41][O:42][C:37]=2[CH:36]=1)[CH:9]1[CH2:14][CH2:13][N:12]([CH2:15][CH2:16][N:17]2[C:26]3[C:21](=[CH:22][CH:23]=[C:24]([O:27][CH3:28])[CH:25]=3)[CH:20]=[C:19]([C:29]([O:31][CH3:32])=[O:30])[C:18]2=[O:33])[CH2:11][CH2:10]1)=O)(C)(C)C.FC(F)(F)C(O)=O. (2) The reactants are: [CH3:1][Mg]Cl.[C:4]([O:8][C:9]([N:11]1[CH2:16][CH2:15][CH:14]([CH2:17][CH2:18][CH:19]=[O:20])[CH2:13][CH2:12]1)=[O:10])([CH3:7])([CH3:6])[CH3:5]. Given the product [C:4]([O:8][C:9]([N:11]1[CH2:16][CH2:15][CH:14]([CH2:17][CH2:18][CH:19]([OH:20])[CH3:1])[CH2:13][CH2:12]1)=[O:10])([CH3:7])([CH3:6])[CH3:5], predict the reactants needed to synthesize it. (3) Given the product [CH3:14][S:13][C:9]1[N:8]=[C:7]([C:2]2[CH:3]=[CH:4][CH:5]=[CH:6][N:1]=2)[N:12]=[CH:11][N:10]=1, predict the reactants needed to synthesize it. The reactants are: [N:1]1[CH:6]=[CH:5][CH:4]=[CH:3][C:2]=1[C:7]1[N:12]=[CH:11][N:10]=[C:9]([SH:13])[N:8]=1.[C:14](=O)([O-])[O-].[Na+].[Na+].IC. (4) Given the product [NH2:23][C:20]1[N:21]=[CH:22][C:17]([C:3]2[CH:4]=[CH:5][C:6]([C:25]3[CH:30]=[CH:29][CH:28]=[CH:27][C:26]=3[S:31]([N:34]3[CH2:35][CH2:36][CH:37]([CH2:40][CH2:41][OH:42])[CH2:38][CH2:39]3)(=[O:32])=[O:33])=[CH:7][C:2]=2[F:1])=[N:18][CH:19]=1, predict the reactants needed to synthesize it. The reactants are: [F:1][C:2]1[CH:7]=[C:6](B2OC(C)(C)C(C)(C)O2)[CH:5]=[CH:4][C:3]=1[C:17]1[N:18]=[CH:19][C:20]([NH2:23])=[N:21][CH:22]=1.Br[C:25]1[CH:30]=[CH:29][CH:28]=[CH:27][C:26]=1[S:31]([N:34]1[CH2:39][CH2:38][CH:37]([CH2:40][CH2:41][OH:42])[CH2:36][CH2:35]1)(=[O:33])=[O:32]. (5) Given the product [CH2:13]([S:12][C:11]1[N:6]([C:4]([OH:5])=[O:3])[NH:7][CH:8]=[CH:9][CH:10]=1)[CH3:14], predict the reactants needed to synthesize it. The reactants are: C([O:3][C:4]([N:6]1[C:11]([S:12][CH2:13][CH3:14])=[CH:10][CH:9]=[CH:8][NH:7]1)=[O:5])C.[OH-].[Na+].Cl. (6) Given the product [F:12][C:13]1[CH:18]=[C:17]([C:19]2[NH:1][N:2]=[C:3]([C:5]3[C:10]([CH3:11])=[CH:9][CH:8]=[CH:7][N:6]=3)[N:4]=2)[CH:16]=[CH:15][C:14]=1[C:21]1[CH:22]=[CH:23][CH:24]=[CH:25][CH:26]=1, predict the reactants needed to synthesize it. The reactants are: [NH2:1][NH:2][C:3]([C:5]1[C:10]([CH3:11])=[CH:9][CH:8]=[CH:7][N:6]=1)=[NH:4].[F:12][C:13]1[CH:18]=[C:17]([CH:19]=O)[CH:16]=[CH:15][C:14]=1[C:21]1[CH:26]=[CH:25][CH:24]=[CH:23][CH:22]=1.